Dataset: Peptide-MHC class II binding affinity with 134,281 pairs from IEDB. Task: Regression. Given a peptide amino acid sequence and an MHC pseudo amino acid sequence, predict their binding affinity value. This is MHC class II binding data. (1) The peptide sequence is FVGKMYFNLIDTK. The MHC is DRB1_0701 with pseudo-sequence DRB1_0701. The binding affinity (normalized) is 0. (2) The peptide sequence is FESTGNLIAPEYGFKISY. The MHC is DRB1_0404 with pseudo-sequence DRB1_0404. The binding affinity (normalized) is 0.214. (3) The peptide sequence is THGIRPVVSTQLLLY. The MHC is DRB4_0101 with pseudo-sequence DRB4_0103. The binding affinity (normalized) is 0.881. (4) The binding affinity (normalized) is 0.253. The peptide sequence is FVNQHLCGSHLVEAL. The MHC is DRB5_0101 with pseudo-sequence DRB5_0101. (5) The peptide sequence is VCGMFTNRSGSQQWR. The MHC is DRB3_0202 with pseudo-sequence DRB3_0202. The binding affinity (normalized) is 0.226. (6) The peptide sequence is ERRNKYLEEHPSAGK. The MHC is DRB1_1101 with pseudo-sequence DRB1_1101. The binding affinity (normalized) is 0.347. (7) The peptide sequence is EFKYFAATQFEPLAA. The MHC is HLA-DQA10101-DQB10501 with pseudo-sequence HLA-DQA10101-DQB10501. The binding affinity (normalized) is 0.468. (8) The peptide sequence is AAGAQLLWQLPLLSI. The MHC is DRB1_0802 with pseudo-sequence DRB1_0802. The binding affinity (normalized) is 0.0541. (9) The peptide sequence is FRHLAREKNPRLCTK. The MHC is DRB4_0103 with pseudo-sequence DRB4_0103. The binding affinity (normalized) is 0.728. (10) The peptide sequence is QVPSASMGRDIKVQF. The MHC is DRB1_0901 with pseudo-sequence DRB1_0901. The binding affinity (normalized) is 0.331.